The task is: Predict the reaction yield, written as a fraction of the theoretical maximum amount of product (1.0 means a 100% yield; for example, 0.34 means a 34% yield).. This data is from Reaction yield outcomes from USPTO patents with 853,638 reactions. (1) The reactants are C([O:3][C:4]([C:6]1([CH:13]=[CH2:14])[CH2:11][CH2:10][C:9](=[O:12])[CH2:8][CH2:7]1)=[O:5])C.O.[OH-].[Li+]. The catalyst is O1CCOCC1.O. The product is [O:12]=[C:9]1[CH2:8][CH2:7][C:6]([CH:13]=[CH2:14])([C:4]([OH:5])=[O:3])[CH2:11][CH2:10]1. The yield is 0.970. (2) The reactants are Cl.[NH2:2][CH2:3][C:4]1[CH:12]=[CH:11][CH:10]=[C:9]2[C:5]=1[C:6](=[O:22])[N:7]([CH:14]1[CH2:19][CH2:18][C:17](=[O:20])[NH:16][C:15]1=[O:21])[C:8]2=[O:13].C(N(C(C)C)CC)(C)C.[F:32][C:33]([F:44])([F:43])[C:34]1[CH:35]=[C:36]([CH:40]=[CH:41][CH:42]=1)[C:37](Cl)=[O:38]. The catalyst is C(Cl)Cl. The product is [O:21]=[C:15]1[CH:14]([N:7]2[C:6](=[O:22])[C:5]3[C:9](=[CH:10][CH:11]=[CH:12][C:4]=3[CH2:3][NH:2][C:37](=[O:38])[C:36]3[CH:40]=[CH:41][CH:42]=[C:34]([C:33]([F:32])([F:43])[F:44])[CH:35]=3)[C:8]2=[O:13])[CH2:19][CH2:18][C:17](=[O:20])[NH:16]1. The yield is 0.540.